Predict the product of the given reaction. From a dataset of Forward reaction prediction with 1.9M reactions from USPTO patents (1976-2016). (1) Given the reactants [CH3:1][C:2]1([CH3:19])[N:7]2[C:8]3[CH:9]=[C:10]([C:15](O)=[O:16])[CH:11]=[CH:12][C:13]=3[CH:14]=[C:6]2[C:5](=[O:18])[NH:4][CH2:3]1.C(Cl)(=O)C(Cl)=O.[NH2:26][C:27]1[S:28][CH:29]=[CH:30][N:31]=1.N1C(C)=CC=CC=1C, predict the reaction product. The product is: [S:28]1[CH:29]=[CH:30][N:31]=[C:27]1[NH:26][C:15]([C:10]1[CH:11]=[CH:12][C:13]2[CH:14]=[C:6]3[C:5](=[O:18])[NH:4][CH2:3][C:2]([CH3:1])([CH3:19])[N:7]3[C:8]=2[CH:9]=1)=[O:16]. (2) Given the reactants [CH3:1][O:2][C:3]1[CH:4]=[CH:5][C:6]2[NH:12][C:11](=[O:13])[N:10]([CH:14]3[CH2:19][CH2:18][NH:17][CH2:16][CH2:15]3)[CH2:9][CH2:8][C:7]=2[CH:20]=1.Cl[C:22]1[CH:27]=[C:26]([C:28]([C:30]2[CH:40]=[C:39]([CH3:41])[C:33]3[N:34]([CH3:38])[C:35](=[O:37])[O:36][C:32]=3[CH:31]=2)=[O:29])[C:25]([CH3:42])=[CH:24][N:23]=1, predict the reaction product. The product is: [CH3:38][N:34]1[C:33]2[C:39]([CH3:41])=[CH:40][C:30]([C:28]([C:26]3[C:25]([CH3:42])=[CH:24][N:23]=[C:22]([N:17]4[CH2:18][CH2:19][CH:14]([N:10]5[CH2:9][CH2:8][C:7]6[CH:20]=[C:3]([O:2][CH3:1])[CH:4]=[CH:5][C:6]=6[NH:12][C:11]5=[O:13])[CH2:15][CH2:16]4)[CH:27]=3)=[O:29])=[CH:31][C:32]=2[O:36][C:35]1=[O:37]. (3) Given the reactants [Br:1][C:2]1[CH:7]=[C:6]([O:8][CH3:9])[C:5]([O:10][CH3:11])=[CH:4][C:3]=1[CH2:12][C:13]([O:15][CH3:16])=[O:14].[Li+].C[Si]([N-][Si](C)(C)C)(C)C.[NH4+].[Cl-].O.[CH2:30]1[CH2:34]OC[CH2:31]1, predict the reaction product. The product is: [Br:1][C:2]1[CH:7]=[C:6]([O:8][CH3:9])[C:5]([O:10][CH3:11])=[CH:4][C:3]=1[CH:12]([CH2:34][CH:30]=[CH2:31])[C:13]([O:15][CH3:16])=[O:14]. (4) Given the reactants [CH:1]1([C:4]2[N:8]([CH2:9][C:10]3[C:15]([F:16])=[CH:14][C:13]([O:17][CH2:18][CH3:19])=[CH:12][C:11]=3[F:20])[N:7]=[C:6]([C:21]3[N:26]=[C:25]([NH2:27])[CH:24]=[C:23]([NH2:28])[N:22]=3)[C:5]=2[CH3:29])[CH2:3][CH2:2]1.[N:30]([CH2:33][CH3:34])=[C:31]=[O:32], predict the reaction product. The product is: [NH2:28][C:23]1[N:22]=[C:21]([C:6]2[C:5]([CH3:29])=[C:4]([CH:1]3[CH2:3][CH2:2]3)[N:8]([CH2:9][C:10]3[C:11]([F:20])=[CH:12][C:13]([O:17][CH2:18][CH3:19])=[CH:14][C:15]=3[F:16])[N:7]=2)[N:26]=[C:25]([NH:27][C:31]([NH:30][CH2:33][CH3:34])=[O:32])[CH:24]=1. (5) Given the reactants Br[C:2]1[C:7]([O:8][CH2:9][CH3:10])=[C:6]([C:11]([O:13][CH3:14])=[O:12])[CH:5]=[C:4]([CH:15]2[CH2:17][CH2:16]2)[C:3]=1[C:18]1[CH:23]=[CH:22][C:21]([F:24])=[CH:20][CH:19]=1.Cl[CH2:26][Zn].C1COCC1.C(OCC)(=O)C, predict the reaction product. The product is: [CH:15]1([C:4]2[C:3]([C:18]3[CH:23]=[CH:22][C:21]([F:24])=[CH:20][CH:19]=3)=[C:2]([CH3:26])[C:7]([O:8][CH2:9][CH3:10])=[C:6]([C:11]([O:13][CH3:14])=[O:12])[CH:5]=2)[CH2:17][CH2:16]1.